Dataset: Forward reaction prediction with 1.9M reactions from USPTO patents (1976-2016). Task: Predict the product of the given reaction. (1) Given the reactants [NH2:1][C:2]1[C:3]([CH3:33])=[C:4]([C:8]2[C:20]3[C:19]4[C:14](=[CH:15][C:16]([C:21]([N:23]5[CH2:28][CH2:27][N:26]([CH3:29])[CH2:25][CH2:24]5)=[O:22])=[CH:17][CH:18]=4)[NH:13][C:12]=3[C:11]([C:30]([NH2:32])=[O:31])=[CH:10][CH:9]=2)[CH:5]=[CH:6][CH:7]=1.[F:34][C:35]1[CH:36]=[CH:37][C:38]([C:41](O)=[O:42])=[N:39][CH:40]=1.C1C=NC2N(O)N=NC=2C=1.CCN(C(C)C)C(C)C.C(Cl)CCl, predict the reaction product. The product is: [F:34][C:35]1[CH:36]=[CH:37][C:38]([C:41]([NH:1][C:2]2[C:3]([CH3:33])=[C:4]([C:8]3[C:20]4[C:19]5[C:14](=[CH:15][C:16]([C:21]([N:23]6[CH2:28][CH2:27][N:26]([CH3:29])[CH2:25][CH2:24]6)=[O:22])=[CH:17][CH:18]=5)[NH:13][C:12]=4[C:11]([C:30]([NH2:32])=[O:31])=[CH:10][CH:9]=3)[CH:5]=[CH:6][CH:7]=2)=[O:42])=[N:39][CH:40]=1. (2) Given the reactants [NH2:1][C:2]1[CH:6]=[C:5]([C:7]2[CH:12]=[CH:11][N:10]=[CH:9][CH:8]=2)[S:4][C:3]=1[C:13]([NH2:15])=[O:14].[C:16]1(=O)[CH2:21][CH2:20][CH2:19][CH2:18][CH2:17]1.O.C1(C)C=CC(S(O)(=O)=O)=CC=1.C(=O)([O-])O.[Na+], predict the reaction product. The product is: [N:10]1[CH:9]=[CH:8][C:7]([C:5]2[S:4][C:3]3[C:13](=[O:14])[NH:15][C:16]4([CH2:21][CH2:20][CH2:19][CH2:18][CH2:17]4)[NH:1][C:2]=3[CH:6]=2)=[CH:12][CH:11]=1. (3) Given the reactants C[O:2][C:3]1[CH:24]=[CH:23][C:6](/[CH:7]=[CH:8]/[C:9]2[S:13][C:12]([C:14]3[CH:22]=[CH:21][C:17]([N:18]([CH3:20])[CH3:19])=[CH:16][CH:15]=3)=[N:11][CH:10]=2)=[CH:5][CH:4]=1.B(Br)(Br)Br.C([O-])(O)=O.[Na+], predict the reaction product. The product is: [CH3:20][N:18]([CH3:19])[C:17]1[CH:16]=[CH:15][C:14]([C:12]2[S:13][C:9](/[CH:8]=[CH:7]/[C:6]3[CH:5]=[CH:4][C:3]([OH:2])=[CH:24][CH:23]=3)=[CH:10][N:11]=2)=[CH:22][CH:21]=1. (4) Given the reactants [Cl:1][C:2]1[C:7]2[N:8]=[CH:9][N:10]([CH3:11])[C:6]=2[C:5]([C:12]([N:14]2[CH2:19][CH2:18][O:17][CH2:16][CH2:15]2)=[O:13])=[CH:4][N:3]=1.[CH3:20][C:21]1[C:27]([C:28]([F:31])([F:30])[F:29])=[CH:26][CH:25]=[CH:24][C:22]=1[NH2:23], predict the reaction product. The product is: [ClH:1].[CH3:11][N:10]1[C:6]2[C:5]([C:12]([N:14]3[CH2:19][CH2:18][O:17][CH2:16][CH2:15]3)=[O:13])=[CH:4][N:3]=[C:2]([NH:23][C:22]3[CH:24]=[CH:25][CH:26]=[C:27]([C:28]([F:29])([F:30])[F:31])[C:21]=3[CH3:20])[C:7]=2[N:8]=[CH:9]1. (5) Given the reactants [CH:1]1([NH:4][CH:5]([CH:8]([CH3:10])[CH3:9])[CH2:6][OH:7])[CH2:3][CH2:2]1.[F:11][C:12]([F:23])([F:22])[C:13]1[CH:18]=[CH:17][CH:16]=[CH:15][C:14]=1[N:19]=[C:20]=[O:21], predict the reaction product. The product is: [CH:1]1([N:4]([CH:5]([CH2:6][OH:7])[CH:8]([CH3:10])[CH3:9])[C:20]([NH:19][C:14]2[CH:15]=[CH:16][CH:17]=[CH:18][C:13]=2[C:12]([F:11])([F:22])[F:23])=[O:21])[CH2:3][CH2:2]1.